Predict the reactants needed to synthesize the given product. From a dataset of Full USPTO retrosynthesis dataset with 1.9M reactions from patents (1976-2016). (1) Given the product [NH2:12][C:3]1[C:4]([F:11])=[C:5]([F:10])[C:6]([F:9])=[C:7]([F:8])[C:2]=1[NH:1][C:22]([NH:21][C:15]1[C:16]([Cl:20])=[CH:17][CH:18]=[CH:19][C:14]=1[Cl:13])=[S:23], predict the reactants needed to synthesize it. The reactants are: [NH2:1][C:2]1[C:7]([F:8])=[C:6]([F:9])[C:5]([F:10])=[C:4]([F:11])[C:3]=1[NH2:12].[Cl:13][C:14]1[CH:19]=[CH:18][CH:17]=[C:16]([Cl:20])[C:15]=1[N:21]=[C:22]=[S:23]. (2) The reactants are: [NH2:1][C:2]1[C:11]2[C:6](=[CH:7][CH:8]=[CH:9][CH:10]=2)[CH:5]=[CH:4][C:3]=1[C:12]([OH:21])([C:17]([F:20])([F:19])[F:18])[C:13]([F:16])([F:15])[F:14].[CH3:22][C:23]([CH3:28])=[CH:24][C:25](Cl)=[O:26]. Given the product [F:20][C:17]([F:18])([F:19])[C:12]([C:3]1[CH:4]=[CH:5][C:6]2[C:11](=[CH:10][CH:9]=[CH:8][CH:7]=2)[C:2]=1[NH:1][C:25](=[O:26])[CH:24]=[C:23]([CH3:28])[CH3:22])([OH:21])[C:13]([F:14])([F:15])[F:16], predict the reactants needed to synthesize it.